Dataset: M1 muscarinic receptor agonist screen with 61,833 compounds. Task: Binary Classification. Given a drug SMILES string, predict its activity (active/inactive) in a high-throughput screening assay against a specified biological target. (1) The molecule is o1c2c(c(CN(Cc3[nH]c4c(c(=O)n3)cccc4)CC)cc1=O)cc(c(c2)C)C. The result is 0 (inactive). (2) The drug is O=C(N1CCN(CC1)CC)c1cc2[nH]c(=O)n(CCC=3CCCCC3)c(=O)c2cc1. The result is 0 (inactive). (3) The drug is S(CC(=O)NCC1OCCC1)c1ncnc2n(nnc12)c1ccc(cc1)C. The result is 0 (inactive). (4) The result is 0 (inactive). The drug is o1nc(CCCC(=O)Nc2cc(OC)ccc2)cc1c1ccc(OCC)cc1.